From a dataset of Full USPTO retrosynthesis dataset with 1.9M reactions from patents (1976-2016). Predict the reactants needed to synthesize the given product. (1) Given the product [Cl:40][C:25]1[CH:24]=[N+:23]([O-:41])[CH:22]=[C:21]([Cl:20])[C:26]=1[CH2:27][C@H:28]([O:18][C:17]([C@@H:13]1[CH2:14][CH2:15][CH2:16][N:12]1[S:9]([C:6]1[CH:5]=[CH:4][C:3]([CH:1]=[O:2])=[CH:8][CH:7]=1)(=[O:10])=[O:11])=[O:19])[C:30]1[CH:35]=[CH:34][C:33]([O:36][CH3:37])=[C:32]([O:38][CH3:39])[CH:31]=1, predict the reactants needed to synthesize it. The reactants are: [CH:1]([C:3]1[CH:8]=[CH:7][C:6]([S:9]([N:12]2[CH2:16][CH2:15][CH2:14][C@H:13]2[C:17]([OH:19])=[O:18])(=[O:11])=[O:10])=[CH:5][CH:4]=1)=[O:2].[Cl:20][C:21]1[CH:22]=[N+:23]([O-:41])[CH:24]=[C:25]([Cl:40])[C:26]=1[CH2:27][C@@H:28]([C:30]1[CH:35]=[CH:34][C:33]([O:36][CH3:37])=[C:32]([O:38][CH3:39])[CH:31]=1)O.C(Cl)CCl. (2) Given the product [ClH:27].[F:26][C:2]([F:1])([C:20]1[CH:25]=[CH:24][CH:23]=[CH:22][N:21]=1)[CH2:3][N:4]1[CH2:9][CH2:8][CH:7]([NH:10][C:11]2[C:12]3[CH:19]=[CH:18][NH:17][C:13]=3[N:14]=[CH:15][N:16]=2)[CH2:6][CH2:5]1, predict the reactants needed to synthesize it. The reactants are: [F:1][C:2]([F:26])([C:20]1[CH:25]=[CH:24][CH:23]=[CH:22][N:21]=1)[CH2:3][N:4]1[CH2:9][CH2:8][CH:7]([NH:10][C:11]2[C:12]3[CH:19]=[CH:18][NH:17][C:13]=3[N:14]=[CH:15][N:16]=2)[CH2:6][CH2:5]1.[ClH:27].CO. (3) The reactants are: [CH3:1][S:2]([O-:4])=[O:3].[Na+].[C:6]([O:10][C:11](=[O:40])[CH2:12][O:13][C:14]1[C:19]2[CH2:20][CH2:21][CH2:22][CH2:23][CH:24]([NH:25][S:26]([C:29]3[CH:34]=[C:33]([C:35]([F:38])([F:37])[F:36])[CH:32]=[C:31](Br)[CH:30]=3)(=[O:28])=[O:27])[C:18]=2[CH:17]=[CH:16][CH:15]=1)([CH3:9])([CH3:8])[CH3:7].C(OCC)(=O)C. Given the product [C:6]([O:10][C:11](=[O:40])[CH2:12][O:13][C:14]1[C:19]2[CH2:20][CH2:21][CH2:22][CH2:23][CH:24]([NH:25][S:26]([C:29]3[CH:34]=[C:33]([C:35]([F:38])([F:37])[F:36])[CH:32]=[C:31]([S:2]([CH3:1])(=[O:4])=[O:3])[CH:30]=3)(=[O:28])=[O:27])[C:18]=2[CH:17]=[CH:16][CH:15]=1)([CH3:9])([CH3:8])[CH3:7], predict the reactants needed to synthesize it. (4) Given the product [C:13]([NH:32][CH2:33][CH2:34][O:35][C:37]1[CH:42]=[CH:41][CH:40]=[CH:39][C:38]=1[CH2:43][CH2:44][C:45]([O:47][CH3:48])=[O:46])([C:20]1[CH:25]=[CH:24][CH:23]=[CH:22][CH:21]=1)([C:26]1[CH:27]=[CH:28][CH:29]=[CH:30][CH:31]=1)[C:14]1[CH:19]=[CH:18][CH:17]=[CH:16][CH:15]=1, predict the reactants needed to synthesize it. The reactants are: N(C(OCC)=O)=NC(OCC)=O.[C:13]([NH:32][CH2:33][CH2:34][OH:35])([C:26]1[CH:31]=[CH:30][CH:29]=[CH:28][CH:27]=1)([C:20]1[CH:25]=[CH:24][CH:23]=[CH:22][CH:21]=1)[C:14]1[CH:19]=[CH:18][CH:17]=[CH:16][CH:15]=1.O[C:37]1[CH:42]=[CH:41][CH:40]=[CH:39][C:38]=1[CH2:43][CH2:44][C:45]([O:47][CH3:48])=[O:46].C1(P(C2C=CC=CC=2)C2C=CC=CC=2)C=CC=CC=1. (5) Given the product [Cl:23][C:17]1[CH:18]=[C:19]([Cl:22])[CH:20]=[CH:21][C:16]=1[C:7]1([C:9]2[CH:14]=[CH:13][CH:12]=[CH:11][C:10]=2[F:15])[O:6][C:5]2[CH:24]=[C:25]([F:26])[C:2]([C:38]([N:32]3[CH2:37][CH2:36][O:35][CH2:34][CH2:33]3)=[O:39])=[CH:3][C:4]=2[O:8]1, predict the reactants needed to synthesize it. The reactants are: Br[C:2]1[C:25]([F:26])=[CH:24][C:5]2[O:6][C:7]([C:16]3[CH:21]=[CH:20][C:19]([Cl:22])=[CH:18][C:17]=3[Cl:23])([C:9]3[CH:14]=[CH:13][CH:12]=[CH:11][C:10]=3[F:15])[O:8][C:4]=2[CH:3]=1.C([Li])CCC.[N:32]1([C:38](Cl)=[O:39])[CH2:37][CH2:36][O:35][CH2:34][CH2:33]1.C(=O)(O)[O-].[Na+]. (6) Given the product [NH2:1][C:2]1[N:6]([CH2:7][C:8]2[CH:9]=[C:10]([C:14]3[CH:19]=[CH:18][C:17](=[O:20])[N:16]([CH2:21][C:22]4[CH:23]=[C:24]([CH:29]=[CH:30][CH:31]=4)[C:25]([O-:27])=[O:26])[N:15]=3)[CH:11]=[CH:12][CH:13]=2)[C:5]2[CH:32]=[CH:33][CH:34]=[CH:35][C:4]=2[N:3]=1.[Li+:38], predict the reactants needed to synthesize it. The reactants are: [NH2:1][C:2]1[N:6]([CH2:7][C:8]2[CH:9]=[C:10]([C:14]3[CH:19]=[CH:18][C:17](=[O:20])[N:16]([CH2:21][C:22]4[CH:23]=[C:24]([CH:29]=[CH:30][CH:31]=4)[C:25]([O:27]C)=[O:26])[N:15]=3)[CH:11]=[CH:12][CH:13]=2)[C:5]2[CH:32]=[CH:33][CH:34]=[CH:35][C:4]=2[N:3]=1.O.[OH-].[Li+:38].O.